From a dataset of Catalyst prediction with 721,799 reactions and 888 catalyst types from USPTO. Predict which catalyst facilitates the given reaction. Reactant: [Si:1]([O:8][C:9]1[CH:18]=[CH:17][CH:16]=[C:15]2[C:10]=1[CH:11]=[CH:12][C:13]([NH:19][C:20]1[C:28]3[C:23](=[CH:24][N:25]=[CH:26][CH:27]=3)[O:22][C:21]=1[C:29]([O:31]CC)=O)=[CH:14]2)([C:4]([CH3:7])([CH3:6])[CH3:5])([CH3:3])[CH3:2].[CH2:34]([NH2:37])[CH2:35][NH2:36].N#N. Product: [NH2:36][CH2:35][CH2:34][NH:37][C:29]([C:21]1[O:22][C:23]2=[CH:24][N:25]=[CH:26][CH:27]=[C:28]2[C:20]=1[NH:19][C:13]1[CH:12]=[CH:11][C:10]2[C:15](=[CH:16][CH:17]=[CH:18][C:9]=2[O:8][Si:1]([C:4]([CH3:7])([CH3:6])[CH3:5])([CH3:2])[CH3:3])[CH:14]=1)=[O:31]. The catalyst class is: 2.